This data is from Full USPTO retrosynthesis dataset with 1.9M reactions from patents (1976-2016). The task is: Predict the reactants needed to synthesize the given product. Given the product [N+:1]([C:4]1[C:13]2[C:8](=[CH:9][CH:10]=[CH:11][CH:12]=2)[C:7]([O:14][C:15]2[N:20]=[CH:19][N:18]=[C:17]([NH:21][C:29](=[O:34])[O:30][C:31]([CH3:33])=[CH2:32])[CH:16]=2)=[CH:6][CH:5]=1)([O-:3])=[O:2], predict the reactants needed to synthesize it. The reactants are: [N+:1]([C:4]1[C:13]2[C:8](=[CH:9][CH:10]=[CH:11][CH:12]=2)[C:7]([O:14][C:15]2[N:20]=[CH:19][N:18]=[C:17]([NH2:21])[CH:16]=2)=[CH:6][CH:5]=1)([O-:3])=[O:2].CN1CCOCC1.[C:29](Cl)(=[O:34])[O:30][C:31]([CH3:33])=[CH2:32].